Dataset: Peptide-MHC class I binding affinity with 185,985 pairs from IEDB/IMGT. Task: Regression. Given a peptide amino acid sequence and an MHC pseudo amino acid sequence, predict their binding affinity value. This is MHC class I binding data. (1) The peptide sequence is VGNVYVRF. The MHC is Mamu-B52 with pseudo-sequence Mamu-B52. The binding affinity (normalized) is 1.00. (2) The binding affinity (normalized) is 0. The MHC is Mamu-B08 with pseudo-sequence Mamu-B08. The peptide sequence is VYGIYCTLY. (3) The peptide sequence is APQFSLWRR. The MHC is Mamu-B8301 with pseudo-sequence Mamu-B8301. The binding affinity (normalized) is 0.528. (4) The peptide sequence is HPRHYATIM. The MHC is HLA-A02:02 with pseudo-sequence HLA-A02:02. The binding affinity (normalized) is 0. (5) The peptide sequence is WLLQITVLL. The MHC is HLA-A02:01 with pseudo-sequence HLA-A02:01. The binding affinity (normalized) is 0.550.